From a dataset of Full USPTO retrosynthesis dataset with 1.9M reactions from patents (1976-2016). Predict the reactants needed to synthesize the given product. (1) The reactants are: [Cl:1][C:2]1[C:3]([CH3:20])=[C:4]([N:10]2[C:14](=[O:15])[C:13]3[CH:16]=[CH:17][S:18][C:12]=3[C:11]2=[O:19])[C:5]([CH3:9])=[CH:6][C:7]=1[CH3:8].Br[C:22]1[S:23][CH:24]=[CH:25][CH:26]=1.C(O)(=O)C(C)(C)C.C([O-])([O-])=O.[K+].[K+]. Given the product [Cl:1][C:2]1[C:3]([CH3:20])=[C:4]([N:10]2[C:14](=[O:15])[C:13]3[CH:16]=[C:17]([C:22]4[S:23][CH:24]=[CH:25][CH:26]=4)[S:18][C:12]=3[C:11]2=[O:19])[C:5]([CH3:9])=[CH:6][C:7]=1[CH3:8], predict the reactants needed to synthesize it. (2) The reactants are: [N+:1]([C:4]1[CH:11]=[CH:10][C:7]([CH2:8][OH:9])=[CH:6][CH:5]=1)([O-:3])=[O:2].C(=O)([O-])[O-].[K+].[K+].CS([C:22]1[N:27]=[CH:26][N:25]=[C:24]([O:28][C:29]2[CH:34]=[CH:33][CH:32]=[CH:31][C:30]=2/[C:35](=[CH:40]\[O:41][CH3:42])/[C:36]([O:38][CH3:39])=[O:37])[CH:23]=1)(=O)=O.O. Given the product [N+:1]([C:4]1[CH:5]=[CH:6][C:7]([CH2:8][O:9][C:22]2[N:27]=[CH:26][N:25]=[C:24]([O:28][C:29]3[CH:34]=[CH:33][CH:32]=[CH:31][C:30]=3/[C:35](=[CH:40]\[O:41][CH3:42])/[C:36]([O:38][CH3:39])=[O:37])[CH:23]=2)=[CH:10][CH:11]=1)([O-:3])=[O:2], predict the reactants needed to synthesize it. (3) Given the product [C:20]([O:19][C:18](=[O:24])[N:17]([CH2:16][C:4]1[CH:3]=[C:2]([C:28]2[CH:29]=[CH:30][CH:31]=[C:32]([O:33][CH3:34])[C:27]=2[F:26])[N:6]([S:7]([C:10]2[CH:11]=[N:12][CH:13]=[CH:14][CH:15]=2)(=[O:9])=[O:8])[CH:5]=1)[CH3:25])([CH3:23])([CH3:22])[CH3:21], predict the reactants needed to synthesize it. The reactants are: Br[C:2]1[N:6]([S:7]([C:10]2[CH:11]=[N:12][CH:13]=[CH:14][CH:15]=2)(=[O:9])=[O:8])[CH:5]=[C:4]([CH2:16][N:17]([CH3:25])[C:18](=[O:24])[O:19][C:20]([CH3:23])([CH3:22])[CH3:21])[CH:3]=1.[F:26][C:27]1[C:32]([O:33][CH3:34])=[CH:31][CH:30]=[CH:29][C:28]=1B(O)O.C(=O)([O-])O.[Na+].COCCOC. (4) Given the product [CH2:17]([O:1][C:2]1[CH:3]=[C:4]([CH:7]=[CH:8][C:9]=1[O:10][CH2:25][C:26]1[CH:31]=[CH:30][CH:29]=[CH:28][CH:27]=1)[CH:5]=[O:6])[C:18]1[CH:23]=[CH:22][CH:21]=[CH:20][CH:19]=1, predict the reactants needed to synthesize it. The reactants are: [OH:1][C:2]1[CH:3]=[C:4]([CH:7]=[CH:8][C:9]=1[OH:10])[CH:5]=[O:6].C(=O)([O-])[O-].[K+].[K+].[CH2:17](Br)[C:18]1[CH:23]=[CH:22][CH:21]=[CH:20][CH:19]=1.[CH3:25][CH2:26][CH2:27][CH2:28][CH2:29][CH2:30][CH3:31]. (5) Given the product [Cl:1][C:2]1[N:10]=[CH:9][N:8]=[C:7]2[C:3]=1[N:4]=[CH:5][N:6]2[C@@H:11]1[O:12][C@H:13]2[C@@H:14]([O:17][Si:21]([CH:31]([CH3:33])[CH3:32])([CH:34]([CH3:36])[CH3:35])[O:22][Si:23]([CH:27]([CH3:29])[CH3:28])([CH:24]([CH3:25])[CH3:26])[O:19][CH2:18]2)[C@H:15]1[OH:16], predict the reactants needed to synthesize it. The reactants are: [Cl:1][C:2]1[N:10]=[CH:9][N:8]=[C:7]2[C:3]=1[N:4]=[CH:5][N:6]2[C@H:11]1[C@H:15]([OH:16])[C@H:14]([OH:17])[C@@H:13]([CH2:18][OH:19])[O:12]1.Cl[Si:21]([CH:34]([CH3:36])[CH3:35])([CH:31]([CH3:33])[CH3:32])[O:22][Si:23](Cl)([CH:27]([CH3:29])[CH3:28])[CH:24]([CH3:26])[CH3:25].O. (6) Given the product [F:15][C:16]1[CH:21]=[CH:20][C:19]([C:2]2[CH:11]=[CH:10][C:5]([C:6]([O:8][CH3:9])=[O:7])=[C:4]([N+:12]([O-:14])=[O:13])[CH:3]=2)=[CH:18][CH:17]=1, predict the reactants needed to synthesize it. The reactants are: Cl[C:2]1[CH:11]=[CH:10][C:5]([C:6]([O:8][CH3:9])=[O:7])=[C:4]([N+:12]([O-:14])=[O:13])[CH:3]=1.[F:15][C:16]1[CH:21]=[CH:20][C:19](B(O)O)=[CH:18][CH:17]=1.[F-].[Cs+].O.